Dataset: Full USPTO retrosynthesis dataset with 1.9M reactions from patents (1976-2016). Task: Predict the reactants needed to synthesize the given product. (1) Given the product [OH:14][CH2:13][C:12]1[CH:15]=[CH:16][C:9]([C:5]2[CH2:4][N:3]([CH3:1])[CH2:8][CH2:7][CH:6]=2)=[CH:10][CH:11]=1, predict the reactants needed to synthesize it. The reactants are: [CH3:1]I.[N:3]1[CH:8]=[CH:7][CH:6]=[C:5]([C:9]2[CH:16]=[CH:15][C:12]([CH:13]=[O:14])=[CH:11][CH:10]=2)[CH:4]=1.[BH4-].[Na+]. (2) Given the product [F:61][C:42]1[C:43]([NH:45][C@H:46]2[CH2:51][CH2:50][CH2:49][C@@H:48]([NH:52][C:53]([C:55]3[N:56]=[CH:57][N:58]([CH3:60])[CH:59]=3)=[O:54])[CH2:47]2)=[N:44][C:39]([C:9]2[C:17]3[C:12](=[N:13][CH:14]=[CH:15][CH:16]=3)[N:11]([C:18]([C:31]3[CH:36]=[CH:35][CH:34]=[CH:33][CH:32]=3)([C:25]3[CH:26]=[CH:27][CH:28]=[CH:29][CH:30]=3)[C:19]3[CH:24]=[CH:23][CH:22]=[CH:21][CH:20]=3)[N:10]=2)=[N:40][CH:41]=1, predict the reactants needed to synthesize it. The reactants are: CC1(C)C(C)(C)OB([C:9]2[C:17]3[C:12](=[N:13][CH:14]=[CH:15][CH:16]=3)[N:11]([C:18]([C:31]3[CH:36]=[CH:35][CH:34]=[CH:33][CH:32]=3)([C:25]3[CH:30]=[CH:29][CH:28]=[CH:27][CH:26]=3)[C:19]3[CH:24]=[CH:23][CH:22]=[CH:21][CH:20]=3)[N:10]=2)O1.Cl[C:39]1[N:44]=[C:43]([NH:45][C@H:46]2[CH2:51][CH2:50][CH2:49][C@@H:48]([NH:52][C:53]([C:55]3[N:56]=[CH:57][N:58]([CH3:60])[CH:59]=3)=[O:54])[CH2:47]2)[C:42]([F:61])=[CH:41][N:40]=1.[O-]P([O-])([O-])=O.[K+].[K+].[K+].C1(P(C2CCCCC2)C2C=CC=CC=2C2C(C(C)C)=CC(C(C)C)=CC=2C(C)C)CCCCC1. (3) Given the product [Br:42][C:16]1[C:17]2[C:22](=[CH:21][C:20]([CH2:25][NH:26][C:27]([C:29]3[C:33]4[CH:34]=[CH:35][CH:36]=[CH:37][C:32]=4[O:31][C:30]=3[CH2:38][CH2:39][CH2:40][CH3:41])=[O:28])=[CH:19][CH:18]=2)[CH:23]=[CH:24][C:15]=1[O:14][CH:6]([CH2:7][C:8]1[CH:9]=[CH:10][CH:11]=[CH:12][CH:13]=1)[C:5]([OH:43])=[O:4], predict the reactants needed to synthesize it. The reactants are: [OH-].[Na+].C[O:4][C:5](=[O:43])[CH:6]([O:14][C:15]1[CH:24]=[CH:23][C:22]2[C:17](=[CH:18][CH:19]=[C:20]([CH2:25][NH:26][C:27]([C:29]3[C:33]4[CH:34]=[CH:35][CH:36]=[CH:37][C:32]=4[O:31][C:30]=3[CH2:38][CH2:39][CH2:40][CH3:41])=[O:28])[CH:21]=2)[C:16]=1[Br:42])[CH2:7][C:8]1[CH:13]=[CH:12][CH:11]=[CH:10][CH:9]=1.O.Cl. (4) Given the product [CH:37]1([O:8][C@H:9]2[CH2:14][CH2:13][C@H:12]([N:15]3[C:19](=[O:20])[C:18]4=[CH:21][CH:22]=[CH:23][CH:24]=[C:17]4[C:16]3=[O:25])[CH2:11][CH2:10]2)[CH2:40][CH2:39][CH2:38]1, predict the reactants needed to synthesize it. The reactants are: [Si]([O:8][C@H:9]1[CH2:14][CH2:13][C@H:12]([N:15]2[C:19](=[O:20])[C:18]3=[CH:21][CH:22]=[CH:23][CH:24]=[C:17]3[C:16]2=[O:25])[CH2:11][CH2:10]1)(C(C)(C)C)(C)C.C([SiH](CC)CC)C.[Bi](Br)(Br)Br.[C:37]1(=O)[CH2:40][CH2:39][CH2:38]1.